This data is from Reaction yield outcomes from USPTO patents with 853,638 reactions. The task is: Predict the reaction yield, written as a fraction of the theoretical maximum amount of product (1.0 means a 100% yield; for example, 0.34 means a 34% yield). The reactants are C[Zn]C.Cl[C:5]1[CH:10]=[C:9]([C:11]#[C:12][C:13]2[CH:14]=[N:15][N:16]3[C:21]([C:22]([F:25])([F:24])[F:23])=[CH:20][C:19]([C:26]4[CH:31]=[CH:30][C:29]([C:32]([F:35])([F:34])[F:33])=[CH:28][CH:27]=4)=[N:18][C:17]=23)[CH:8]=[CH:7][N:6]=1.[CH3:36]COC(C)=O. The catalyst is C1COCC1.C([O-])(O)=O.[Na+].C1C=CC([P]([Pd]([P](C2C=CC=CC=2)(C2C=CC=CC=2)C2C=CC=CC=2)([P](C2C=CC=CC=2)(C2C=CC=CC=2)C2C=CC=CC=2)[P](C2C=CC=CC=2)(C2C=CC=CC=2)C2C=CC=CC=2)(C2C=CC=CC=2)C2C=CC=CC=2)=CC=1. The product is [CH3:36][C:5]1[CH:10]=[C:9]([C:11]#[C:12][C:13]2[CH:14]=[N:15][N:16]3[C:21]([C:22]([F:25])([F:24])[F:23])=[CH:20][C:19]([C:26]4[CH:31]=[CH:30][C:29]([C:32]([F:35])([F:34])[F:33])=[CH:28][CH:27]=4)=[N:18][C:17]=23)[CH:8]=[CH:7][N:6]=1. The yield is 0.260.